Dataset: Forward reaction prediction with 1.9M reactions from USPTO patents (1976-2016). Task: Predict the product of the given reaction. (1) Given the reactants [C:1]([CH2:3][CH2:4][C:5]([NH:7][CH:8]([B:21]1[O:29][CH:28]2[C:23]([CH3:33])([CH:24]3[CH2:30][CH:26]([CH2:27]2)[C:25]3([CH3:32])[CH3:31])[O:22]1)[CH2:9][C:10]1[C:11]([O:19][CH3:20])=[C:12]([CH:16]=[CH:17][CH:18]=1)[C:13]([OH:15])=[O:14])=[O:6])#[N:2].I[CH2:35][CH:36]([CH3:38])[CH3:37], predict the reaction product. The product is: [CH2:35]([O:14][C:13](=[O:15])[C:12]1[CH:16]=[CH:17][CH:18]=[C:10]([CH2:9][CH:8]([NH:7][C:5](=[O:6])[CH2:4][CH2:3][C:1]#[N:2])[B:21]2[O:29][CH:28]3[C:23]([CH3:33])([CH:24]4[CH2:30][CH:26]([CH2:27]3)[C:25]4([CH3:32])[CH3:31])[O:22]2)[C:11]=1[O:19][CH3:20])[CH:36]([CH3:38])[CH3:37]. (2) Given the reactants [N+:1]([O-:4])([O-:3])=[O:2].[Mg:5].[OH-:6].[Ca+2:7].[OH-].[N+:9]([O-:12])([O-:11])=[O:10].[Mg+2].[N+]([O-])([O-])=[O:15], predict the reaction product. The product is: [N+:1]([O-:4])([O-:3])=[O:2].[Ca+2:7].[N+:9]([O-:12])([O-:11])=[O:10].[OH-:15].[Mg+2:5].[OH-:6]. (3) Given the reactants [Br:1][C:2]1[N:7]=[C:6]([NH:8][C:9](=[O:12])[O:10][CH3:11])[CH:5]=[CH:4][C:3]=1[N+:13]([O-])=O.[BH4-].[Na+], predict the reaction product. The product is: [NH2:13][C:3]1[CH:4]=[CH:5][C:6]([NH:8][C:9](=[O:12])[O:10][CH3:11])=[N:7][C:2]=1[Br:1]. (4) Given the reactants [CH3:1][C:2]1[CH:11]=[CH:10][C:9]2[C:4](=[CH:5][CH:6]=[CH:7][C:8]=2[N:12]2[CH2:17][CH2:16][N:15]([CH2:18][CH2:19][CH2:20][C:21]3[C:30]4[O:29][CH2:28][C:27]5=[C:31](C(O)=O)[N:32]=[CH:33][N:26]5[C:25]=4[CH:24]=[CH:23][CH:22]=3)[CH2:14][CH2:13]2)[N:3]=1.[Cl:37]C1C=CC=CC=1Cl, predict the reaction product. The product is: [ClH:37].[ClH:37].[CH3:1][C:2]1[CH:11]=[CH:10][C:9]2[C:4](=[CH:5][CH:6]=[CH:7][C:8]=2[N:12]2[CH2:17][CH2:16][N:15]([CH2:18][CH2:19][CH2:20][C:21]3[C:30]4[O:29][CH2:28][C:27]5=[CH:31][N:32]=[CH:33][N:26]5[C:25]=4[CH:24]=[CH:23][CH:22]=3)[CH2:14][CH2:13]2)[N:3]=1.